This data is from Peptide-MHC class I binding affinity with 185,985 pairs from IEDB/IMGT. The task is: Regression. Given a peptide amino acid sequence and an MHC pseudo amino acid sequence, predict their binding affinity value. This is MHC class I binding data. (1) The binding affinity (normalized) is 0.439. The peptide sequence is FTIRDVLAY. The MHC is SLA-20401 with pseudo-sequence YDEMYRNNAGNIYGNTAYIIYSDYTWAERSYTWY. (2) The peptide sequence is ILIDTSAWV. The MHC is HLA-A02:01 with pseudo-sequence HLA-A02:01. The binding affinity (normalized) is 1.00. (3) The peptide sequence is TAFTIPSI. The MHC is HLA-A24:02 with pseudo-sequence HLA-A24:02. The binding affinity (normalized) is 0. (4) The peptide sequence is GRWMLPQGM. The MHC is HLA-A26:01 with pseudo-sequence HLA-A26:01. The binding affinity (normalized) is 0.0847. (5) The peptide sequence is LYEASTTYL. The MHC is HLA-A03:01 with pseudo-sequence HLA-A03:01. The binding affinity (normalized) is 0.213. (6) The peptide sequence is YLDADREFL. The MHC is HLA-B40:01 with pseudo-sequence HLA-B40:01. The binding affinity (normalized) is 0.0847. (7) The binding affinity (normalized) is 0.660. The peptide sequence is ALAPSTMKI. The MHC is HLA-A02:06 with pseudo-sequence HLA-A02:06. (8) The peptide sequence is QVPLRPMTFK. The MHC is HLA-B44:03 with pseudo-sequence HLA-B44:03. The binding affinity (normalized) is 0. (9) The peptide sequence is VVMITAAL. The MHC is H-2-Db with pseudo-sequence H-2-Db. The binding affinity (normalized) is 0.